From a dataset of Catalyst prediction with 721,799 reactions and 888 catalyst types from USPTO. Predict which catalyst facilitates the given reaction. (1) Product: [O:7]=[C:4]1[O:5][CH2:6][C:2]([N:24]2[CH2:25][CH2:26][CH2:27][C:22]3([CH2:17][CH2:18][N:19]([C:28]([O:30][C:31]([CH3:34])([CH3:33])[CH3:32])=[O:29])[CH2:20][CH2:21]3)[CH2:23]2)=[CH:3]1. The catalyst class is: 1. Reactant: Br[C:2]1[CH2:6][O:5][C:4](=[O:7])[CH:3]=1.CCN(C(C)C)C(C)C.[CH2:17]1[C:22]2([CH2:27][CH2:26][CH2:25][NH:24][CH2:23]2)[CH2:21][CH2:20][N:19]([C:28]([O:30][C:31]([CH3:34])([CH3:33])[CH3:32])=[O:29])[CH2:18]1. (2) Reactant: [N:1]([C:4]1[C:5]([Cl:23])=[C:6]2[CH:12]=[CH:11][N:10]([Si:13]([CH:20]([CH3:22])[CH3:21])([CH:17]([CH3:19])[CH3:18])[CH:14]([CH3:16])[CH3:15])[C:7]2=[N:8][CH:9]=1)=[N+]=[N-].[H][H]. Product: [Cl:23][C:5]1[C:4]([NH2:1])=[CH:9][N:8]=[C:7]2[N:10]([Si:13]([CH:17]([CH3:19])[CH3:18])([CH:20]([CH3:22])[CH3:21])[CH:14]([CH3:15])[CH3:16])[CH:11]=[CH:12][C:6]=12. The catalyst class is: 78. (3) Reactant: [F:1][C:2]1[CH:7]=[CH:6][C:5](B(O)O)=[CH:4][CH:3]=1.P([O-])([O-])([O-])=O.[K+].[K+].[K+].C(OC(=O)[NH:25][C@@H:26]([CH2:29][NH:30][C:31]1[CH:36]=[CH:35][N:34]=[C:33]([C:37]2[CH:42]=[C:41](Br)[CH:40]=[CH:39][C:38]=2[OH:44])[N:32]=1)[CH2:27][CH3:28])(C)(C)C. Product: [NH2:25][C@H:26]([CH2:27][CH3:28])[CH2:29][NH:30][C:31]1[CH:36]=[CH:35][N:34]=[C:33]([C:37]2[CH:42]=[C:41]([C:5]3[CH:6]=[CH:7][C:2]([F:1])=[CH:3][CH:4]=3)[CH:40]=[CH:39][C:38]=2[OH:44])[N:32]=1. The catalyst class is: 395. (4) Reactant: [C:1]1([OH:7])[CH:6]=[CH:5][CH:4]=[CH:3][CH:2]=1.[H-].[Na+].F[C:11]1[CH:16]=[C:15]([I:17])[CH:14]=[CH:13][N:12]=1. Product: [I:17][C:15]1[CH:14]=[CH:13][N:12]=[C:11]([O:7][C:1]2[CH:6]=[CH:5][CH:4]=[CH:3][CH:2]=2)[CH:16]=1. The catalyst class is: 42. (5) Reactant: COC1C=CC([O:9][C:10](=O)[NH:11][C:12]2[CH:17]=[CH:16][C:15]([C:18]3[N:19]([CH:34]4[CH2:37][CH2:36][CH2:35]4)[C:20]4[C:25]([C:26]=3[C:27]#[N:28])=[CH:24][CH:23]=[C:22]([O:29][CH2:30][CH2:31][O:32][CH3:33])[CH:21]=4)=[CH:14][CH:13]=2)=CC=1.[CH3:39][CH:40]1[CH2:45][CH2:44][NH:43][CH2:42][CH2:41]1. Product: [C:27]([C:26]1[C:25]2[C:20](=[CH:21][C:22]([O:29][CH2:30][CH2:31][O:32][CH3:33])=[CH:23][CH:24]=2)[N:19]([CH:34]2[CH2:35][CH2:36][CH2:37]2)[C:18]=1[C:15]1[CH:16]=[CH:17][C:12]([NH:11][C:10]([N:43]2[CH2:44][CH2:45][CH:40]([CH3:39])[CH2:41][CH2:42]2)=[O:9])=[CH:13][CH:14]=1)#[N:28]. The catalyst class is: 2. (6) Reactant: [CH2:1]([CH:3]([CH2:34][CH3:35])[CH:4]([NH:17][C:18]1[CH:23]=[CH:22][C:21]([C:24]([NH:26][CH2:27][CH2:28][C:29]([O:31]CC)=[O:30])=[O:25])=[CH:20][CH:19]=1)[C:5]1[O:6][C:7]2[CH:14]=[CH:13][C:12]([O:15][CH3:16])=[CH:11][C:8]=2[C:9]=1[CH3:10])[CH3:2].O1CCCC1.[OH-].[Na+]. Product: [CH2:34]([CH:3]([CH2:1][CH3:2])[CH:4]([NH:17][C:18]1[CH:19]=[CH:20][C:21]([C:24]([NH:26][CH2:27][CH2:28][C:29]([OH:31])=[O:30])=[O:25])=[CH:22][CH:23]=1)[C:5]1[O:6][C:7]2[CH:14]=[CH:13][C:12]([O:15][CH3:16])=[CH:11][C:8]=2[C:9]=1[CH3:10])[CH3:35]. The catalyst class is: 8. (7) Reactant: [N+:1]([C:4]1[CH:9]=[CH:8][C:7]([CH2:10][CH2:11][CH2:12][CH2:13][CH2:14][C:15](=[O:20])[CH2:16][CH2:17][CH2:18][CH3:19])=[CH:6][CH:5]=1)([O-])=O.C1COCC1.CO.[O-]S(S([O-])=O)=O.[Na+].[Na+]. Product: [NH2:1][C:4]1[CH:5]=[CH:6][C:7]([CH2:10][CH2:11][CH2:12][CH2:13][CH2:14][C:15](=[O:20])[CH2:16][CH2:17][CH2:18][CH3:19])=[CH:8][CH:9]=1. The catalyst class is: 161.